Dataset: Catalyst prediction with 721,799 reactions and 888 catalyst types from USPTO. Task: Predict which catalyst facilitates the given reaction. (1) Reactant: C([C@@H]1CC[C@@H](C)C[C@H]1[N:11]([C@H:15]([C:17]1[CH:22]=[CH:21][C:20]([F:23])=[CH:19][N:18]=1)[CH3:16])C(=O)[O-])(C)C.[Si](I)(C)(C)C. Product: [F:23][C:20]1[CH:21]=[CH:22][C:17]([C@@H:15]([NH2:11])[CH3:16])=[N:18][CH:19]=1. The catalyst class is: 22. (2) Reactant: FC(F)(F)C(O)=O.[Br:8][C:9]1[CH:14]=[CH:13][N:12]=[C:11]2[NH:15][C:16]([CH2:18][C:19]([OH:21])=O)=[CH:17][C:10]=12.[NH:22]1[CH2:26][CH2:25][CH2:24][CH2:23]1.F[B-](F)(F)F.N1(OC(N(C)C)=[N+](C)C)C2C=CC=CC=2N=N1. Product: [Br:8][C:9]1[CH:14]=[CH:13][N:12]=[C:11]2[NH:15][C:16]([CH2:18][C:19](=[O:21])[N:22]3[CH2:26][CH2:25][CH2:24][CH2:23]3)=[CH:17][C:10]=12. The catalyst class is: 2. (3) Reactant: [CH:1](OC(Cl)(Cl)Cl)=[O:2].[F:8][C:9]1[CH:10]=[C:11]([C:16]2[CH:21]=[CH:20][C:19](=[O:22])[N:18]([CH2:23][C:24]3[CH:25]=[C:26]([CH:31]=[CH:32][CH:33]=3)[C:27]([NH:29][NH2:30])=[O:28])[N:17]=2)[CH:12]=[C:13]([F:15])[CH:14]=1.O. Product: [F:8][C:9]1[CH:10]=[C:11]([C:16]2[CH:21]=[CH:20][C:19](=[O:22])[N:18]([CH2:23][C:24]3[CH:33]=[CH:32][CH:31]=[C:26]([C:27]4[O:28][C:1](=[O:2])[NH:30][N:29]=4)[CH:25]=3)[N:17]=2)[CH:12]=[C:13]([F:15])[CH:14]=1. The catalyst class is: 12. (4) Product: [CH:1]([O:4][C:5]1[CH:33]=[CH:32][C:8]([CH2:9][O:10][C:11]2[CH:19]=[CH:18][C:17]3[N:16]4[CH2:20][CH2:21][CH:22]([CH2:23][C:24]([OH:26])=[O:25])[C:15]4=[C:14]([CH3:31])[C:13]=3[CH:12]=2)=[CH:7][C:6]=1[C:34]([F:37])([F:35])[F:36])([CH3:3])[CH3:2]. Reactant: [CH:1]([O:4][C:5]1[CH:33]=[CH:32][C:8]([CH2:9][O:10][C:11]2[CH:19]=[CH:18][C:17]3[N:16]4[CH2:20][CH2:21][CH:22]([CH2:23][C:24]([O:26]C(C)(C)C)=[O:25])[C:15]4=[C:14]([CH3:31])[C:13]=3[CH:12]=2)=[CH:7][C:6]=1[C:34]([F:37])([F:36])[F:35])([CH3:3])[CH3:2].[Li+].[OH-]. The catalyst class is: 25. (5) Reactant: [Cl:1][C:2]1[CH:3]=[C:4]([C:9](=O)[CH2:10][C:11]([O:13]CC)=O)[CH:5]=[C:6]([Cl:8])[CH:7]=1.FC(F)(F)C([O-])=O.[CH2:24]([O:26][C:27]([C:29]1[CH:34]=[CH:33][C:32]([C@@H:35]([NH2+:37][NH2:38])[CH3:36])=[CH:31][CH:30]=1)=[O:28])[CH3:25]. Product: [Cl:8][C:6]1[CH:5]=[C:4]([C:9]2[CH2:10][C:11](=[O:13])[N:37]([C@H:35]([C:32]3[CH:33]=[CH:34][C:29]([C:27]([O:26][CH2:24][CH3:25])=[O:28])=[CH:30][CH:31]=3)[CH3:36])[N:38]=2)[CH:3]=[C:2]([Cl:1])[CH:7]=1. The catalyst class is: 10. (6) Reactant: C([O:4][CH2:5][CH2:6][C:7]1[CH:8]=[CH:9][CH:10]=[C:11]2[C:15]=1[NH:14][CH:13]=[C:12]2[C:16](=[O:35])[CH:17]([C:27]1[CH:32]=[N:31][C:30]([O:33][CH3:34])=[CH:29][N:28]=1)[NH:18][C:19]1[CH:20]=[N:21][CH:22]=[C:23]([O:25][CH3:26])[CH:24]=1)(=O)C.C(=O)([O-])[O-].[K+].[K+]. Product: [OH:4][CH2:5][CH2:6][C:7]1[CH:8]=[CH:9][CH:10]=[C:11]2[C:15]=1[NH:14][CH:13]=[C:12]2[C:16](=[O:35])[CH:17]([C:27]1[CH:32]=[N:31][C:30]([O:33][CH3:34])=[CH:29][N:28]=1)[NH:18][C:19]1[CH:20]=[N:21][CH:22]=[C:23]([O:25][CH3:26])[CH:24]=1. The catalyst class is: 36.